The task is: Regression. Given two drug SMILES strings and cell line genomic features, predict the synergy score measuring deviation from expected non-interaction effect.. This data is from NCI-60 drug combinations with 297,098 pairs across 59 cell lines. Drug 1: CN(C)C1=NC(=NC(=N1)N(C)C)N(C)C. Drug 2: CC(C)(C#N)C1=CC(=CC(=C1)CN2C=NC=N2)C(C)(C)C#N. Cell line: HL-60(TB). Synergy scores: CSS=-10.5, Synergy_ZIP=1.93, Synergy_Bliss=-8.03, Synergy_Loewe=-9.68, Synergy_HSA=-12.0.